Dataset: Full USPTO retrosynthesis dataset with 1.9M reactions from patents (1976-2016). Task: Predict the reactants needed to synthesize the given product. (1) Given the product [C:40]([O:39][C:37]([N:31]1[CH2:36][CH2:35][N:34]([CH2:12][C:9]2[C:10](=[O:11])[N:5]([CH2:4][C:3]3[C:26]([Cl:30])=[CH:27][CH:28]=[CH:29][C:2]=3[Cl:1])[N:6]=[C:7]([C:18]3[CH:23]=[CH:22][C:21]([F:24])=[C:20]([CH3:25])[CH:19]=3)[CH:8]=2)[CH2:33][CH2:32]1)=[O:38])([CH3:43])([CH3:42])[CH3:41], predict the reactants needed to synthesize it. The reactants are: [Cl:1][C:2]1[CH:29]=[CH:28][CH:27]=[C:26]([Cl:30])[C:3]=1[CH2:4][N:5]1[C:10](=[O:11])[C:9]([CH2:12]OS(C)(=O)=O)=[CH:8][C:7]([C:18]2[CH:23]=[CH:22][C:21]([F:24])=[C:20]([CH3:25])[CH:19]=2)=[N:6]1.[N:31]1([C:37]([O:39][C:40]([CH3:43])([CH3:42])[CH3:41])=[O:38])[CH2:36][CH2:35][NH:34][CH2:33][CH2:32]1. (2) The reactants are: [C:1]([C:3]1[CH:8]=[CH:7][CH:6]=[CH:5][C:4]=1[C:9]1[CH:14]=[CH:13][C:12]([CH2:15][C:16]2[C:17](=[O:41])[N:18]([C@H:28]3[CH2:33][CH2:32][C@H:31]([O:34][CH2:35][C:36]([O:38]CC)=O)[CH2:30][CH2:29]3)[C:19]3[N:20]([N:25]=[CH:26][N:27]=3)[C:21]=2[CH2:22][CH2:23][CH3:24])=[CH:11][CH:10]=1)#[N:2].[CH2:42]([Mg]Br)[CH3:43].Cl.O1CC[CH2:49][CH2:48]1. Given the product [CH2:48]([C:36]([OH:38])([CH2:42][CH3:43])[CH2:35][O:34][C@H:31]1[CH2:30][CH2:29][C@H:28]([N:18]2[C:17](=[O:41])[C:16]([CH2:15][C:12]3[CH:11]=[CH:10][C:9]([C:4]4[C:3]([C:1]#[N:2])=[CH:8][CH:7]=[CH:6][CH:5]=4)=[CH:14][CH:13]=3)=[C:21]([CH2:22][CH2:23][CH3:24])[N:20]3[N:25]=[CH:26][N:27]=[C:19]23)[CH2:33][CH2:32]1)[CH3:49], predict the reactants needed to synthesize it. (3) Given the product [F:8][C:4]1[CH:5]=[CH:6][CH:7]=[C:2]([F:1])[C:3]=1[N:9]1[C:14]2[N:15]=[C:16]([NH:46][CH:44]3[CH2:45][C:40]([CH3:49])([CH3:39])[NH:41][C:42]([CH3:48])([CH3:47])[CH2:43]3)[N:17]=[C:18]([C:19]3[CH:20]=[C:21]([NH:26][C:27]([C:29]4[CH:33]=[CH:32][S:31][CH:30]=4)=[O:28])[CH:22]=[CH:23][C:24]=3[CH3:25])[C:13]=2[CH:12]=[CH:11][C:10]1=[O:38], predict the reactants needed to synthesize it. The reactants are: [F:1][C:2]1[CH:7]=[CH:6][CH:5]=[C:4]([F:8])[C:3]=1[N:9]1[C:14]2[N:15]=[C:16](S(C)(=O)=O)[N:17]=[C:18]([C:19]3[CH:20]=[C:21]([NH:26][C:27]([C:29]4[CH:33]=[CH:32][S:31][CH:30]=4)=[O:28])[CH:22]=[CH:23][C:24]=3[CH3:25])[C:13]=2[CH:12]=[CH:11][C:10]1=[O:38].[CH3:39][C:40]1([CH3:49])[CH2:45][CH:44]([NH2:46])[CH2:43][C:42]([CH3:48])([CH3:47])[NH:41]1. (4) Given the product [O:25]=[C:19]1[NH:18][N:17]=[C:16]([C:13]2[CH:12]=[CH:11][C:10]([NH:9][C:8]([N:28]3[CH2:29][C:30]4[C:35](=[CH:34][CH:33]=[CH:32][CH:31]=4)[CH2:27]3)=[O:26])=[CH:15][CH:14]=2)[N:21]2[CH:22]=[CH:23][CH:24]=[C:20]12, predict the reactants needed to synthesize it. The reactants are: C1(O[C:8](=[O:26])[NH:9][C:10]2[CH:15]=[CH:14][C:13]([C:16]3[N:21]4[CH:22]=[CH:23][CH:24]=[C:20]4[C:19](=[O:25])[NH:18][N:17]=3)=[CH:12][CH:11]=2)C=CC=CC=1.[CH2:27]1[C:35]2[C:30](=[CH:31][CH:32]=[CH:33][CH:34]=2)[CH2:29][NH:28]1.